From a dataset of Catalyst prediction with 721,799 reactions and 888 catalyst types from USPTO. Predict which catalyst facilitates the given reaction. (1) Reactant: [Br:1][C:2]1[C:3]([CH3:18])=[C:4]2[NH:10][C:9]([C:11]3[CH:17]=[CH:16][C:14]([NH2:15])=[CH:13][CH:12]=3)=[N:8][C:5]2=[N:6][CH:7]=1.[C:19]([C:21]1[CH:22]=[C:23]([S:27](Cl)(=[O:29])=[O:28])[CH:24]=[CH:25][CH:26]=1)#[N:20]. Product: [Br:1][C:2]1[C:3]([CH3:18])=[C:4]2[NH:10][C:9]([C:11]3[CH:17]=[CH:16][C:14]([NH:15][S:27]([C:23]4[CH:24]=[CH:25][CH:26]=[C:21]([C:19]#[N:20])[CH:22]=4)(=[O:29])=[O:28])=[CH:13][CH:12]=3)=[N:8][C:5]2=[N:6][CH:7]=1. The catalyst class is: 17. (2) Reactant: C(OC([N:6]1[CH2:11][CH2:10][CH:9]([C:12]2[C:24]3[C:23]4[CH:22]=[CH:21][CH:20]=[CH:19][C:18]=4[C:17](=[O:25])[NH:16][C:15]=3[O:14][N:13]=2)[CH2:8][CH2:7]1)=O)C.COC(N1CCC(C2C3C4C=CC=CC=4C(=O)NC=3ON=2)CC1)=O.[ClH:50]. Product: [ClH:50].[NH:6]1[CH2:7][CH2:8][CH:9]([C:12]2[C:24]3[C:23]4[CH:22]=[CH:21][CH:20]=[CH:19][C:18]=4[C:17](=[O:25])[NH:16][C:15]=3[O:14][N:13]=2)[CH2:10][CH2:11]1. The catalyst class is: 15. (3) Reactant: [Si:1]([O:8][CH2:9][C@@H:10]([N:15]1[C:24]2[C:19](=[CH:20][C:21]([O:27]CC3C=CC(OC)=CC=3)=[C:22]([O:25][CH3:26])[CH:23]=2)[C:18](=[O:37])[C:17]([C:38]([O:40][CH2:41][CH3:42])=[O:39])=[CH:16]1)[C:11]([CH3:14])([CH3:13])[CH3:12])([C:4]([CH3:7])([CH3:6])[CH3:5])([CH3:3])[CH3:2].C(O)(C(F)(F)F)=O. Product: [Si:1]([O:8][CH2:9][C@@H:10]([N:15]1[C:24]2[C:19](=[CH:20][C:21]([OH:27])=[C:22]([O:25][CH3:26])[CH:23]=2)[C:18](=[O:37])[C:17]([C:38]([O:40][CH2:41][CH3:42])=[O:39])=[CH:16]1)[C:11]([CH3:14])([CH3:13])[CH3:12])([C:4]([CH3:5])([CH3:6])[CH3:7])([CH3:3])[CH3:2]. The catalyst class is: 2. (4) Reactant: [CH3:1][C:2]1[CH:7]=[CH:6][C:5]([S:8](Cl)(=[O:10])=[O:9])=[CH:4][CH:3]=1.CCN(CC)CC.[NH2:19][CH2:20][C:21]1[CH:22]=[C:23]([CH:53]=[CH:54][CH:55]=1)[CH2:24][N:25]([CH2:38][C:39]1[CH:44]=[CH:43][C:42]([O:45][C:46]2[CH:51]=[CH:50][C:49]([F:52])=[CH:48][CH:47]=2)=[CH:41][CH:40]=1)[S:26]([C:29]1[CH:34]=[C:33]([Cl:35])[CH:32]=[C:31]([Cl:36])[C:30]=1[OH:37])(=[O:28])=[O:27]. Product: [Cl:36][C:31]1[C:30]([OH:37])=[C:29]([S:26]([N:25]([CH2:38][C:39]2[CH:44]=[CH:43][C:42]([O:45][C:46]3[CH:47]=[CH:48][C:49]([F:52])=[CH:50][CH:51]=3)=[CH:41][CH:40]=2)[CH2:24][C:23]2[CH:53]=[CH:54][CH:55]=[C:21]([CH2:20][NH:19][S:8]([C:5]3[CH:6]=[CH:7][C:2]([CH3:1])=[CH:3][CH:4]=3)(=[O:10])=[O:9])[CH:22]=2)(=[O:28])=[O:27])[CH:34]=[C:33]([Cl:35])[CH:32]=1. The catalyst class is: 2. (5) Reactant: [Cl:1][C:2]1[CH:20]=[CH:19][C:18]([N+:21]([O-])=O)=[CH:17][C:3]=1[C:4]([NH:6][C:7]1[CH:12]=[C:11]([Cl:13])[CH:10]=[CH:9][C:8]=1[N+:14]([O-])=O)=O. Product: [Cl:1][C:2]1[CH:20]=[CH:19][C:18]([NH2:21])=[CH:17][C:3]=1[C:4]1[NH:14][C:8]2[CH:9]=[CH:10][C:11]([Cl:13])=[CH:12][C:7]=2[N:6]=1. The catalyst class is: 183. (6) Reactant: Br[C:2]1[CH:12]=[N:11][C:5]2[O:6][CH2:7][C:8](=[O:10])[NH:9][C:4]=2[CH:3]=1.[CH3:13][C@H:14]1[O:19][CH2:18][C@@H:17]([C:20]2[CH:25]=[CH:24][CH:23]=[CH:22][CH:21]=2)[NH:16][CH2:15]1. Product: [CH3:13][C@@H:14]1[CH2:15][N:16]([C:2]2[CH:12]=[N:11][C:5]3[O:6][CH2:7][C:8](=[O:10])[NH:9][C:4]=3[CH:3]=2)[C@H:17]([C:20]2[CH:21]=[CH:22][CH:23]=[CH:24][CH:25]=2)[CH2:18][O:19]1. The catalyst class is: 16. (7) Reactant: [Cl:1][C:2]1[CH:3]=[C:4]([CH:21]=[CH:22][C:23]=1[O:24][CH3:25])[CH2:5][NH:6][C:7]1[C:12]([C:13]([O:15][CH2:16][CH3:17])=[O:14])=[CH:11][N:10]=[C:9](S(C)=O)[N:8]=1.C(N(CC)CC)C.[NH:33]1[CH2:39][CH2:38][CH2:37][C@H:34]1[CH2:35][OH:36]. Product: [Cl:1][C:2]1[CH:3]=[C:4]([CH:21]=[CH:22][C:23]=1[O:24][CH3:25])[CH2:5][NH:6][C:7]1[C:12]([C:13]([O:15][CH2:16][CH3:17])=[O:14])=[CH:11][N:10]=[C:9]([N:33]2[CH2:39][CH2:38][CH2:37][C@H:34]2[CH2:35][OH:36])[N:8]=1. The catalyst class is: 2. (8) Reactant: [CH3:1][O:2][CH:3]([O:7][CH3:8])[C:4]([CH3:6])=O.[CH2:9]([SH:16])[C:10]1[CH:15]=[CH:14][CH:13]=[CH:12][CH:11]=1.[N+:17]([CH3:20])([O-:19])=[O:18].C(N)CN. Product: [CH3:1][O:2][CH:3]([O:7][CH3:8])[C:4]([S:16][CH2:9][C:10]1[CH:15]=[CH:14][CH:13]=[CH:12][CH:11]=1)([CH3:6])[CH2:20][N+:17]([O-:19])=[O:18]. The catalyst class is: 10. (9) Reactant: N(C(OCC)=O)=NC(OCC)=O.[F:13][C:14]1[CH:23]=[CH:22][C:17]([O:18][CH2:19][CH2:20]O)=[CH:16][CH:15]=1.[C:24]1(=[O:34])[C:32]2[C:27](=[CH:28][CH:29]=[CH:30][CH:31]=2)[C:26](=[O:33])[NH:25]1.C1(P(C2C=CC=CC=2)C2C=CC=CC=2)C=CC=CC=1. Product: [F:13][C:14]1[CH:15]=[CH:16][C:17]([O:18][CH2:19][CH2:20][N:25]2[C:26](=[O:33])[C:27]3[C:32](=[CH:31][CH:30]=[CH:29][CH:28]=3)[C:24]2=[O:34])=[CH:22][CH:23]=1. The catalyst class is: 7.